From a dataset of NCI-60 drug combinations with 297,098 pairs across 59 cell lines. Regression. Given two drug SMILES strings and cell line genomic features, predict the synergy score measuring deviation from expected non-interaction effect. (1) Drug 1: CNC(=O)C1=CC=CC=C1SC2=CC3=C(C=C2)C(=NN3)C=CC4=CC=CC=N4. Drug 2: CCCS(=O)(=O)NC1=C(C(=C(C=C1)F)C(=O)C2=CNC3=C2C=C(C=N3)C4=CC=C(C=C4)Cl)F. Cell line: UACC-257. Synergy scores: CSS=47.6, Synergy_ZIP=0.316, Synergy_Bliss=-0.273, Synergy_Loewe=-8.26, Synergy_HSA=-0.702. (2) Drug 1: C1=NC(=NC(=O)N1C2C(C(C(O2)CO)O)O)N. Drug 2: C(CC(=O)O)C(=O)CN.Cl. Cell line: NCI-H460. Synergy scores: CSS=62.6, Synergy_ZIP=-2.58, Synergy_Bliss=-1.63, Synergy_Loewe=-33.2, Synergy_HSA=-0.00793. (3) Drug 1: C1CNP(=O)(OC1)N(CCCl)CCCl. Drug 2: COCCOC1=C(C=C2C(=C1)C(=NC=N2)NC3=CC=CC(=C3)C#C)OCCOC.Cl. Cell line: SW-620. Synergy scores: CSS=8.50, Synergy_ZIP=-0.402, Synergy_Bliss=2.16, Synergy_Loewe=2.08, Synergy_HSA=0.460. (4) Drug 1: CC1=CC2C(CCC3(C2CCC3(C(=O)C)OC(=O)C)C)C4(C1=CC(=O)CC4)C. Drug 2: CC1C(C(CC(O1)OC2CC(CC3=C2C(=C4C(=C3O)C(=O)C5=CC=CC=C5C4=O)O)(C(=O)C)O)N)O. Synergy scores: CSS=43.2, Synergy_ZIP=3.95, Synergy_Bliss=5.24, Synergy_Loewe=-21.2, Synergy_HSA=5.80. Cell line: HCT-15. (5) Drug 1: CC1C(C(CC(O1)OC2CC(OC(C2O)C)OC3=CC4=CC5=C(C(=O)C(C(C5)C(C(=O)C(C(C)O)O)OC)OC6CC(C(C(O6)C)O)OC7CC(C(C(O7)C)O)OC8CC(C(C(O8)C)O)(C)O)C(=C4C(=C3C)O)O)O)O. Drug 2: C(CC(=O)O)C(=O)CN.Cl. Cell line: PC-3. Synergy scores: CSS=54.5, Synergy_ZIP=-2.70, Synergy_Bliss=0.340, Synergy_Loewe=-26.4, Synergy_HSA=1.37. (6) Drug 1: CC(C1=C(C=CC(=C1Cl)F)Cl)OC2=C(N=CC(=C2)C3=CN(N=C3)C4CCNCC4)N. Drug 2: C(CC(=O)O)C(=O)CN.Cl. Cell line: HCT-15. Synergy scores: CSS=-2.84, Synergy_ZIP=-0.881, Synergy_Bliss=-7.02, Synergy_Loewe=-9.81, Synergy_HSA=-8.13. (7) Drug 2: C1CN(P(=O)(OC1)NCCCl)CCCl. Drug 1: CC1=C2C(C(=O)C3(C(CC4C(C3C(C(C2(C)C)(CC1OC(=O)C(C(C5=CC=CC=C5)NC(=O)C6=CC=CC=C6)O)O)OC(=O)C7=CC=CC=C7)(CO4)OC(=O)C)O)C)OC(=O)C. Cell line: SK-MEL-5. Synergy scores: CSS=29.1, Synergy_ZIP=2.31, Synergy_Bliss=2.07, Synergy_Loewe=-40.6, Synergy_HSA=1.23. (8) Drug 1: C1=CN(C=N1)CC(O)(P(=O)(O)O)P(=O)(O)O. Drug 2: CCN(CC)CCCC(C)NC1=C2C=C(C=CC2=NC3=C1C=CC(=C3)Cl)OC. Cell line: HCT-15. Synergy scores: CSS=3.84, Synergy_ZIP=-3.76, Synergy_Bliss=0.270, Synergy_Loewe=-13.3, Synergy_HSA=-1.88. (9) Drug 1: CS(=O)(=O)C1=CC(=C(C=C1)C(=O)NC2=CC(=C(C=C2)Cl)C3=CC=CC=N3)Cl. Drug 2: C1CCC(C(C1)N)N.C(=O)(C(=O)[O-])[O-].[Pt+4]. Cell line: SK-MEL-2. Synergy scores: CSS=4.33, Synergy_ZIP=1.15, Synergy_Bliss=8.24, Synergy_Loewe=4.49, Synergy_HSA=3.36.